From a dataset of Full USPTO retrosynthesis dataset with 1.9M reactions from patents (1976-2016). Predict the reactants needed to synthesize the given product. (1) Given the product [CH2:1]([O:8][C:9]([N:11]1[CH:15]([C:16](=[O:18])[NH:60][C:61]2[S:62][CH:63]=[C:64]([C:66]3[CH:67]=[CH:68][C:69]([C:70](=[O:71])[NH:72][CH:73]4[CH2:75][CH2:74]4)=[CH:76][CH:77]=3)[N:65]=2)[CH2:14][S:13][C@@H:12]1[C:19]1[CH:20]=[CH:21][C:22]([O:25][CH3:26])=[CH:23][CH:24]=1)=[O:10])[C:2]1[CH:7]=[CH:6][CH:5]=[CH:4][CH:3]=1, predict the reactants needed to synthesize it. The reactants are: [CH2:1]([O:8][C:9]([N:11]1[CH:15]([C:16]([OH:18])=O)[CH2:14][S:13][C@@H:12]1[C:19]1[CH:24]=[CH:23][C:22]([O:25][CH3:26])=[CH:21][CH:20]=1)=[O:10])[C:2]1[CH:7]=[CH:6][CH:5]=[CH:4][CH:3]=1.CCN(C(C)C)C(C)C.CN(C(ON1N=NC2C=CC=NC1=2)=[N+](C)C)C.F[P-](F)(F)(F)(F)F.[NH2:60][C:61]1[S:62][CH:63]=[C:64]([C:66]2[CH:77]=[CH:76][C:69]([C:70]([NH:72][CH:73]3[CH2:75][CH2:74]3)=[O:71])=[CH:68][CH:67]=2)[N:65]=1. (2) Given the product [CH3:40][N:1]1[CH2:2][CH2:3][CH:4]([C:7]2[N:12]=[CH:11][C:10]([NH:13][C:14]3[N:19]=[C:18]([CH2:20][CH2:21][C:22]4[CH:27]=[CH:26][CH:25]=[CH:24][C:23]=4[C:28]4([C:31]([NH2:33])=[O:32])[CH2:29][CH2:30]4)[C:17]([C:34]([F:35])([F:37])[F:36])=[CH:16][N:15]=3)=[CH:9][CH:8]=2)[CH2:5][CH2:6]1, predict the reactants needed to synthesize it. The reactants are: [NH:1]1[CH2:6][CH2:5][CH:4]([C:7]2[N:12]=[CH:11][C:10]([NH:13][C:14]3[N:19]=[C:18]([CH2:20][CH2:21][C:22]4[CH:27]=[CH:26][CH:25]=[CH:24][C:23]=4[C:28]4([C:31]([NH2:33])=[O:32])[CH2:30][CH2:29]4)[C:17]([C:34]([F:37])([F:36])[F:35])=[CH:16][N:15]=3)=[CH:9][CH:8]=2)[CH2:3][CH2:2]1.C=O.[C:40](O[BH-](OC(=O)C)OC(=O)C)(=O)C.[Na+]. (3) The reactants are: [CH3:1][O:2][C:3]1[CH:19]=[CH:18][C:6]([CH2:7][S:8][C@H:9]2[CH2:13][NH:12][C@H:11]([CH2:14][CH2:15][CH2:16][OH:17])[CH2:10]2)=[CH:5][CH:4]=1.C(N([CH2:25][CH3:26])CC)C.[CH2:27]([O:31][C:32](Cl)=[O:33])[CH2:28][CH2:29][CH3:30]. Given the product [CH2:27]([O:31][C:32]([N:12]1[CH2:13][C@H:9]([S:8][CH2:7][C:6]2[CH:5]=[CH:4][C:3]([O:2][CH3:1])=[CH:19][CH:18]=2)[CH2:10][C@H:11]1[CH2:14][CH2:15][CH2:16][O:17][C:32]([O:31][CH2:27][CH2:28][CH2:25][CH3:26])=[O:33])=[O:33])[CH2:28][CH2:29][CH3:30].[CH2:27]([O:31][C:32]([N:12]1[CH2:13][C@H:9]([S:8][CH2:7][C:6]2[CH:5]=[CH:4][C:3]([O:2][CH3:1])=[CH:19][CH:18]=2)[CH2:10][C@H:11]1[CH2:14][CH2:15][CH2:16][OH:17])=[O:33])[CH2:28][CH2:29][CH3:30], predict the reactants needed to synthesize it. (4) Given the product [Br:16][C:17]1[CH:24]=[CH:23][C:22]([C:25]([F:26])([F:27])[F:28])=[CH:21][C:18]=1[CH2:19][N:3]1[C@@H:2]([CH3:1])[C@@H:6]([C:7]2[CH:12]=[CH:11][CH:10]=[CH:9][CH:8]=2)[O:5][C:4]1=[O:13], predict the reactants needed to synthesize it. The reactants are: [CH3:1][C@H:2]1[C@@H:6]([C:7]2[CH:12]=[CH:11][CH:10]=[CH:9][CH:8]=2)[O:5][C:4](=[O:13])[NH:3]1.[H-].[Na+].[Br:16][C:17]1[CH:24]=[CH:23][C:22]([C:25]([F:28])([F:27])[F:26])=[CH:21][C:18]=1[CH2:19]Br.CCOC(C)=O. (5) Given the product [F:7][C:8]1[CH:15]=[CH:14][C:11]([CH2:12][N:1]2[CH2:5][CH2:4][CH:3]([OH:6])[CH2:2]2)=[CH:10][CH:9]=1, predict the reactants needed to synthesize it. The reactants are: [NH:1]1[CH2:5][CH2:4][CH:3]([OH:6])[CH2:2]1.[F:7][C:8]1[CH:15]=[CH:14][C:11]([CH2:12]Br)=[CH:10][CH:9]=1. (6) Given the product [O:12]1[CH:13]=[CH:14][CH:15]=[C:11]1[C:9]1[N:10]=[C:5]2[C:4]([NH2:16])=[N:3][C:2]([C:22]#[C:21][Si:18]([CH3:20])([CH3:19])[CH3:17])=[CH:7][N:6]2[N:8]=1, predict the reactants needed to synthesize it. The reactants are: Br[C:2]1[N:3]=[C:4]([NH2:16])[C:5]2[N:6]([N:8]=[C:9]([C:11]3[O:12][CH:13]=[CH:14][CH:15]=3)[N:10]=2)[CH:7]=1.[CH3:17][Si:18]([C:21]#[CH:22])([CH3:20])[CH3:19]. (7) Given the product [CH3:1][O:2][C:3]([C@@H:5]1[CH2:9][C@@H:8]([S:10]([C:13]2[CH:18]=[CH:17][CH:16]=[CH:15][C:14]=2[C:19]([F:22])([F:21])[F:20])(=[O:12])=[O:11])[CH2:7][N:6]1[C:23]1[CH:24]=[C:25]([CH3:26])[NH:31][N:30]=1)=[O:4], predict the reactants needed to synthesize it. The reactants are: [CH3:1][O:2][C:3]([C@@H:5]1[CH2:9][C@@H:8]([S:10]([C:13]2[CH:18]=[CH:17][CH:16]=[CH:15][C:14]=2[C:19]([F:22])([F:21])[F:20])(=[O:12])=[O:11])[CH2:7][N:6]1[C:23](=S)[CH2:24][C:25](=O)[CH3:26])=[O:4].O.[NH2:30][NH2:31].